This data is from Reaction yield outcomes from USPTO patents with 853,638 reactions. The task is: Predict the reaction yield, written as a fraction of the theoretical maximum amount of product (1.0 means a 100% yield; for example, 0.34 means a 34% yield). (1) The reactants are [CH3:1][C:2]([CH3:31])([CH3:30])[CH2:3][C:4]([NH:6][C:7]1[C:8]([CH3:29])=[C:9](B(O)O)[C:10]2[O:14][CH2:13][CH:12]([C:15]3[CH:20]=[CH:19][C:18]([CH:21]([CH3:23])[CH3:22])=[CH:17][CH:16]=3)[C:11]=2[C:24]=1[CH3:25])=[O:5].Br[C:33]1[CH:34]=[N:35][CH:36]=[N:37][CH:38]=1. No catalyst specified. The product is [CH:21]([C:18]1[CH:19]=[CH:20][C:15]([CH:12]2[C:11]3[C:24]([CH3:25])=[C:7]([NH:6][C:4](=[O:5])[CH2:3][C:2]([CH3:31])([CH3:30])[CH3:1])[C:8]([CH3:29])=[C:9]([C:33]4[CH:34]=[N:35][CH:36]=[N:37][CH:38]=4)[C:10]=3[O:14][CH2:13]2)=[CH:16][CH:17]=1)([CH3:23])[CH3:22]. The yield is 0.770. (2) The reactants are [Cl:1][C:2]1[C:3]([O:19][C@H:20]2[CH2:25][CH2:24][CH2:23][CH2:22][C@@H:21]2[C:26]2[N:30](COCCOC)[N:29]=[CH:28][CH:27]=2)=[CH:4][C:5]([F:18])=[C:6]([S:8]([NH:11][C:12]2[CH:17]=[CH:16][N:15]=[CH:14][N:13]=2)(=[O:10])=[O:9])[CH:7]=1. The catalyst is Cl.CO. The product is [Cl:1][C:2]1[C:3]([O:19][C@H:20]2[CH2:25][CH2:24][CH2:23][CH2:22][C@@H:21]2[C:26]2[NH:30][N:29]=[CH:28][CH:27]=2)=[CH:4][C:5]([F:18])=[C:6]([S:8]([NH:11][C:12]2[CH:17]=[CH:16][N:15]=[CH:14][N:13]=2)(=[O:10])=[O:9])[CH:7]=1. The yield is 0.800. (3) The reactants are [C:1]([O:5][C:6]([NH:8][C@H:9]([CH:25]=O)[CH2:10][C:11]1[CH:16]=[CH:15][C:14]([O:17][CH2:18][C:19]2[CH:24]=[CH:23][CH:22]=[CH:21][CH:20]=2)=[CH:13][CH:12]=1)=[O:7])([CH3:4])([CH3:3])[CH3:2].[NH:27]1[CH2:32][CH2:31][O:30][CH2:29][CH2:28]1.C([BH3-])#N.[Na+]. The catalyst is CO. The product is [C:1]([O:5][C:6](=[O:7])[NH:8][CH:9]([CH2:25][N:27]1[CH2:32][CH2:31][O:30][CH2:29][CH2:28]1)[CH2:10][C:11]1[CH:12]=[CH:13][C:14]([O:17][CH2:18][C:19]2[CH:24]=[CH:23][CH:22]=[CH:21][CH:20]=2)=[CH:15][CH:16]=1)([CH3:4])([CH3:2])[CH3:3]. The yield is 0.450. (4) The reactants are [C:1]([O:5][C:6]([N:8]1[CH2:13][CH2:12][N:11]([C:14]2[N:15]=[N:16][C:17]([C:21]([F:24])([F:23])[F:22])=[C:18](I)[CH:19]=2)[CH2:10][CH2:9]1)=[O:7])([CH3:4])([CH3:3])[CH3:2].[C:25]1([CH3:34])[CH:30]=[CH:29][CH:28]=[CH:27][C:26]=1B(O)O.ClCCl.P([O-])([O-])([O-])=O.[K+].[K+].[K+]. The catalyst is O1CCOCC1.C1(P(C2C=CC=CC=2)[C-]2C=CC=C2)C=CC=CC=1.[C-]1(P(C2C=CC=CC=2)C2C=CC=CC=2)C=CC=C1.[Fe+2]. The product is [C:1]([O:5][C:6]([N:8]1[CH2:13][CH2:12][N:11]([C:14]2[N:15]=[N:16][C:17]([C:21]([F:24])([F:23])[F:22])=[C:18]([C:26]3[CH:27]=[CH:28][CH:29]=[CH:30][C:25]=3[CH3:34])[CH:19]=2)[CH2:10][CH2:9]1)=[O:7])([CH3:4])([CH3:3])[CH3:2]. The yield is 0.480. (5) The catalyst is C(Cl)Cl. The yield is 0.750. The product is [F:1][C:2]1[C:7]([C:8]2[N:13]=[C:12]([CH3:14])[N:11]=[C:10]([N:15]([CH2:16][C:17]3[CH:22]=[CH:21][C:20]([O:23][CH3:24])=[CH:19][CH:18]=3)[CH2:25][C:26]3[CH:27]=[CH:28][C:29]([O:32][CH3:33])=[CH:30][CH:31]=3)[N:9]=2)=[CH:6][C:5]([CH2:34][C:35]2[CH:36]=[CH:37][C:38]([S:59]([CH3:43])(=[O:63])=[O:61])=[CH:39][CH:40]=2)=[CH:4][N:3]=1. The reactants are [F:1][C:2]1[C:7]([C:8]2[N:13]=[C:12]([CH3:14])[N:11]=[C:10]([N:15]([CH2:25][C:26]3[CH:31]=[CH:30][C:29]([O:32][CH3:33])=[CH:28][CH:27]=3)[CH2:16][C:17]3[CH:22]=[CH:21][C:20]([O:23][CH3:24])=[CH:19][CH:18]=3)[N:9]=2)=[CH:6][C:5]([CH2:34][C:35]2[CH:40]=[CH:39][C:38](SC)=[CH:37][CH:36]=2)=[CH:4][N:3]=1.[CH:43]1C=C(Cl)C=C(C(OO)=O)C=1.C(=O)(O)[O-].[Na+].[S:59]([O-:63])([O-])(=[O:61])=S.[Na+].[Na+]. (6) The reactants are [Cl:1][C:2]1[C:3]([C:29]2[NH:30][CH2:31][CH2:32][N:33]=2)=[N:4][N:5]([CH:8]2[CH2:12][CH2:11][N:10]([C:13]3[CH:14]=[N:15][N:16]([C:21]4[CH:26]=[CH:25][C:24]([F:27])=[CH:23][CH:22]=4)[C:17]=3[CH:18]([CH3:20])[CH3:19])[C:9]2=[O:28])[C:6]=1[CH3:7].CC(OI1(OC(C)=O)(OC(C)=O)OC(=O)C2C=CC=CC1=2)=O. The catalyst is CS(C)=O. The product is [Cl:1][C:2]1[C:3]([C:29]2[NH:33][CH:32]=[CH:31][N:30]=2)=[N:4][N:5]([CH:8]2[CH2:12][CH2:11][N:10]([C:13]3[CH:14]=[N:15][N:16]([C:21]4[CH:22]=[CH:23][C:24]([F:27])=[CH:25][CH:26]=4)[C:17]=3[CH:18]([CH3:20])[CH3:19])[C:9]2=[O:28])[C:6]=1[CH3:7]. The yield is 0.500. (7) The reactants are [Cl:1][C:2]1[CH:7]=[C:6]2[NH:8][C:9](=[O:28])[C:10]3([CH:15]([C:16]4[CH:21]=[CH:20][CH:19]=[C:18]([Cl:22])[CH:17]=4)[CH2:14][C:13](=[O:23])[NH:12][CH:11]3[C:24](=[O:27])[CH2:25][CH3:26])[C:5]2=[CH:4][CH:3]=1.[CH2:29]([Mg]Cl)[CH3:30].[NH4+].[Cl-]. The catalyst is O1CCCC1. The product is [Cl:1][C:2]1[CH:7]=[C:6]2[NH:8][C:9](=[O:28])[C:10]3([CH:15]([C:16]4[CH:21]=[CH:20][CH:19]=[C:18]([Cl:22])[CH:17]=4)[CH2:14][C:13](=[O:23])[NH:12][CH:11]3[C:24]([CH2:29][CH3:30])([OH:27])[CH2:25][CH3:26])[C:5]2=[CH:4][CH:3]=1. The yield is 0.930.